This data is from Full USPTO retrosynthesis dataset with 1.9M reactions from patents (1976-2016). The task is: Predict the reactants needed to synthesize the given product. (1) Given the product [C:2]([C:4]1[CH:9]=[CH:8][C:7]([NH:28][C:23]2[CH:24]=[CH:25][CH:15]=[CH:16][C:17]=2[C:18]([O:20][CH2:21][CH3:22])=[O:19])=[C:6]([N+:11]([O-:13])=[O:12])[CH:5]=1)(=[O:3])[CH3:1], predict the reactants needed to synthesize it. The reactants are: [CH3:1][C:2]([C:4]1[CH:9]=[CH:8][C:7](F)=[C:6]([N+:11]([O-:13])=[O:12])[CH:5]=1)=[O:3].N[C:15]1[CH:16]=[C:17]([CH:23]=[CH:24][CH:25]=1)[C:18]([O:20][CH2:21][CH3:22])=[O:19].C([N:28](CC)CC)C.C(O)C. (2) Given the product [F:22][C:17]1[CH:16]=[C:15]([CH2:14][C@H:13]([C:3]2[C:2]([C:45]3[CH:46]=[CH:47][C:48]([F:49])=[C:43]([CH:44]=3)[C:40]([NH2:41])=[O:42])=[CH:7][N:6]=[C:5]([NH:8][CH2:9][CH2:10][O:11][CH3:12])[N:4]=2)[NH:23][C:24](=[O:39])[CH2:25][N:26]2[C:34]3[CH2:33][CH2:32][CH2:31][CH2:30][C:29]=3[C:28]([C:35]([F:36])([F:38])[F:37])=[N:27]2)[CH:20]=[C:19]([F:21])[CH:18]=1, predict the reactants needed to synthesize it. The reactants are: Br[C:2]1[C:3]([C@H:13]([NH:23][C:24](=[O:39])[CH2:25][N:26]2[C:34]3[CH2:33][CH2:32][CH2:31][CH2:30][C:29]=3[C:28]([C:35]([F:38])([F:37])[F:36])=[N:27]2)[CH2:14][C:15]2[CH:20]=[C:19]([F:21])[CH:18]=[C:17]([F:22])[CH:16]=2)=[N:4][C:5]([NH:8][CH2:9][CH2:10][O:11][CH3:12])=[N:6][CH:7]=1.[C:40]([C:43]1[CH:44]=[C:45](B(O)O)[CH:46]=[CH:47][C:48]=1[F:49])(=[O:42])[NH2:41].[Li+].[Cl-].C([O-])([O-])=O.[Na+].[Na+].